This data is from Forward reaction prediction with 1.9M reactions from USPTO patents (1976-2016). The task is: Predict the product of the given reaction. (1) Given the reactants [CH2:1]([O:3][C:4](=[O:22])[CH:5]([N:14]=[CH:15][C:16]1[CH:21]=[CH:20][CH:19]=[CH:18][CH:17]=1)[C:6]1[CH:11]=[CH:10][C:9]([Cl:12])=[C:8]([Cl:13])[CH:7]=1)[CH3:2].[CH2:23](Br)[CH:24]=[CH2:25].C(=O)([O-])[O-].[K+].[K+], predict the reaction product. The product is: [CH:15](=[N:14][C:5]([C:6]1[CH:11]=[CH:10][C:9]([Cl:12])=[C:8]([Cl:13])[CH:7]=1)([CH2:25][CH:24]=[CH2:23])[C:4]([O:3][CH2:1][CH3:2])=[O:22])[C:16]1[CH:17]=[CH:18][CH:19]=[CH:20][CH:21]=1. (2) Given the reactants [NH2:1][C:2]1[CH:3]=[C:4]([CH2:9][C:10](=[O:12])[CH3:11])[CH:5]=[CH:6][C:7]=1[Cl:8].[CH3:13][S:14](Cl)(=[O:16])=[O:15], predict the reaction product. The product is: [Cl:8][C:7]1[CH:6]=[CH:5][C:4]([CH2:9][C:10](=[O:12])[CH3:11])=[CH:3][C:2]=1[NH:1][S:14]([CH3:13])(=[O:16])=[O:15].